Dataset: Forward reaction prediction with 1.9M reactions from USPTO patents (1976-2016). Task: Predict the product of the given reaction. (1) Given the reactants [Cl:1][C:2]1[CH:3]=[C:4]([C@@H:12]([CH2:16][CH:17]2[CH2:21][CH2:20][CH2:19][CH2:18]2)[C:13]([OH:15])=O)[CH:5]=[CH:6][C:7]=1[S:8]([CH3:11])(=[O:10])=[O:9].C(Cl)(=O)C(Cl)=O.[O:28]1[CH2:32][CH2:31][O:30][CH:29]1[C:33]1[N:34]=[CH:35][C:36]([NH2:39])=[N:37][CH:38]=1.N1C=CC=CC=1, predict the reaction product. The product is: [Cl:1][C:2]1[CH:3]=[C:4]([C@@H:12]([CH2:16][CH:17]2[CH2:21][CH2:20][CH2:19][CH2:18]2)[C:13]([NH:39][C:36]2[CH:35]=[N:34][C:33]([CH:29]3[O:30][CH2:31][CH2:32][O:28]3)=[CH:38][N:37]=2)=[O:15])[CH:5]=[CH:6][C:7]=1[S:8]([CH3:11])(=[O:9])=[O:10]. (2) Given the reactants C(OC([N:8]1[CH2:27][CH2:26][N:11]2[C:12](=[O:25])[C:13]3[C:18]([C@@H:10]2[CH2:9]1)=[CH:17][C:16]([C:19]#[CH:20])=[CH:15][C:14]=3[C:21]([F:24])([F:23])[F:22])=O)(C)(C)C.[ClH:28], predict the reaction product. The product is: [ClH:28].[C:19]([C:16]1[CH:17]=[C:18]2[C:13]([C:12](=[O:25])[N:11]3[CH2:26][CH2:27][NH:8][CH2:9][C@H:10]32)=[C:14]([C:21]([F:23])([F:24])[F:22])[CH:15]=1)#[CH:20]. (3) Given the reactants Br[C:2]1[CH:39]=[CH:38][C:5]([CH2:6][N:7]2[C:11]3[CH:12]=[CH:13][C:14]([O:16][CH2:17][C:18]4[CH:27]=[CH:26][C:25]5[C:20](=[CH:21][CH:22]=[CH:23][CH:24]=5)[N:19]=4)=[CH:15][C:10]=3[N:9]=[C:8]2[C@@H:28]2[C@H:30]([C:31]([O:33]CC)=[O:32])[C:29]2([CH3:37])[CH3:36])=[CH:4][CH:3]=1.[CH3:40][O:41][C:42]1[N:47]=[CH:46][C:45](B(O)O)=[CH:44][N:43]=1, predict the reaction product. The product is: [CH3:40][O:41][C:42]1[N:47]=[CH:46][C:45]([C:2]2[CH:39]=[CH:38][C:5]([CH2:6][N:7]3[C:11]4[CH:12]=[CH:13][C:14]([O:16][CH2:17][C:18]5[CH:27]=[CH:26][C:25]6[C:20](=[CH:21][CH:22]=[CH:23][CH:24]=6)[N:19]=5)=[CH:15][C:10]=4[N:9]=[C:8]3[C@@H:28]3[C@H:30]([C:31]([OH:33])=[O:32])[C:29]3([CH3:37])[CH3:36])=[CH:4][CH:3]=2)=[CH:44][N:43]=1. (4) Given the reactants [F:1][C:2]([F:17])([F:16])[C:3]1[N:8]=[CH:7][C:6]([C:9]2[CH:14]=[CH:13][NH:12][C:11](=[O:15])[CH:10]=2)=[CH:5][CH:4]=1.Br[C:19]1[CH:27]=[C:26]2[C:22]([C:23]3[CH2:32][CH2:31][N:30]([C:33]([O:35][C:36]([CH3:39])([CH3:38])[CH3:37])=[O:34])[CH2:29][C:24]=3[N:25]2[CH3:28])=[CH:21][CH:20]=1, predict the reaction product. The product is: [CH3:28][N:25]1[C:26]2[C:22](=[CH:21][CH:20]=[C:19]([N:12]3[CH:13]=[CH:14][C:9]([C:6]4[CH:7]=[N:8][C:3]([C:2]([F:1])([F:16])[F:17])=[CH:4][CH:5]=4)=[CH:10][C:11]3=[O:15])[CH:27]=2)[C:23]2[CH2:32][CH2:31][N:30]([C:33]([O:35][C:36]([CH3:39])([CH3:38])[CH3:37])=[O:34])[CH2:29][C:24]1=2. (5) Given the reactants [CH3:1][C:2]([CH3:34])([CH2:11][CH2:12][CH2:13][CH:14]([OH:33])[CH2:15][CH2:16][CH:17]([OH:32])[CH2:18][CH2:19][CH2:20][C:21]([CH3:31])([CH3:30])[CH2:22][O:23]C1CCCCO1)[CH2:3][O:4]C1CCCCO1.S(=O)(=O)(O)O, predict the reaction product. The product is: [CH3:30][C:21]([CH3:31])([CH2:20][CH2:19][CH2:18][CH:17]([OH:32])[CH2:16][CH2:15][CH:14]([OH:33])[CH2:13][CH2:12][CH2:11][C:2]([CH3:1])([CH3:34])[CH2:3][OH:4])[CH2:22][OH:23]. (6) Given the reactants CC1[N:3]([C:8]2[CH:12]=[C:11]([I:13])[N:10]([C:14]3[CH:19]=[CH:18][CH:17]=[CH:16][C:15]=3[F:20])[N:9]=2)C(C)=CC=1.[Cl-].O[NH3+].C(N(CC)CC)C, predict the reaction product. The product is: [F:20][C:15]1[CH:16]=[CH:17][CH:18]=[CH:19][C:14]=1[N:10]1[C:11]([I:13])=[CH:12][C:8]([NH2:3])=[N:9]1. (7) Given the reactants Br[C:2]1[C:3]([OH:25])=[CH:4][CH:5]=[C:6]2[C:10]=1[N:9]([CH2:11][CH:12]([NH:14][C:15](=[O:24])[O:16][CH2:17][C:18]1[CH:23]=[CH:22][CH:21]=[CH:20][CH:19]=1)[CH3:13])[N:8]=[CH:7]2.[CH3:26][NH:27][CH2:28][CH2:29][OH:30], predict the reaction product. The product is: [OH:25][C:3]1[C:2]([N:27]([CH2:28][CH2:29][OH:30])[CH3:26])=[C:10]2[C:6]([CH:7]=[N:8][N:9]2[CH2:11][C@@H:12]([NH:14][C:15](=[O:24])[O:16][CH2:17][C:18]2[CH:23]=[CH:22][CH:21]=[CH:20][CH:19]=2)[CH3:13])=[CH:5][CH:4]=1. (8) Given the reactants [CH3:1][O:2][C:3]1[CH:8]=[CH:7][C:6]([C:9]2[CH:17]=[CH:16][CH:15]=[C:14]3[C:10]=2[C:11]([NH2:18])=[N:12][NH:13]3)=[CH:5][CH:4]=1.CC1(C)OC(=O)[CH:23]([C:27]([CH:29]2[CH2:34][CH2:33][N:32]([C:35]([O:37][C:38]([CH3:41])([CH3:40])[CH3:39])=[O:36])[CH2:31][CH2:30]2)=O)[C:22](=O)[O:21]1.P([O-])([O-])([O-])=O.[K+].[K+].[K+], predict the reaction product. The product is: [C:38]([O:37][C:35]([N:32]1[CH2:33][CH2:34][CH:29]([C:27]2[N:12]3[N:13]=[C:14]4[C:10]([C:9]([C:6]5[CH:5]=[CH:4][C:3]([O:2][CH3:1])=[CH:8][CH:7]=5)=[CH:17][CH:16]=[CH:15]4)=[C:11]3[NH:18][C:22](=[O:21])[CH:23]=2)[CH2:30][CH2:31]1)=[O:36])([CH3:41])([CH3:40])[CH3:39]. (9) The product is: [OH:28][C@H:29]1[C@H:36]2[N:32]([C:33](=[O:50])[N:34]([C:38]3[C:47]4[C:42](=[N:13][S:11][N:10]=4)[C:41]([C:48]#[N:49])=[CH:40][CH:39]=3)[C:35]2=[O:37])[CH2:31][CH2:30]1. Given the reactants C(C1C2N=[N:10][S:11]C=2C(N)=CC=1)#N.[N:13](C1C2CCCCC=2C(C#N)=CC=1)=C=O.[OH:28][C@H:29]1[C@@H:36]2[N:32]([C:33](=[O:50])[N:34]([C:38]3[C:47]4CCCC[C:42]=4[C:41]([C:48]#[N:49])=[CH:40][CH:39]=3)[C:35]2=[O:37])[CH2:31][CH2:30]1, predict the reaction product.